This data is from Reaction yield outcomes from USPTO patents with 853,638 reactions. The task is: Predict the reaction yield, written as a fraction of the theoretical maximum amount of product (1.0 means a 100% yield; for example, 0.34 means a 34% yield). (1) The reactants are [CH2:1]([O:8][CH:9]1[CH2:12][N:11](C(OC(C)(C)C)=O)[CH2:10]1)[C:2]1[CH:7]=[CH:6][CH:5]=[CH:4][CH:3]=1.[ClH:20]. No catalyst specified. The product is [ClH:20].[CH2:1]([O:8][CH:9]1[CH2:10][NH:11][CH2:12]1)[C:2]1[CH:3]=[CH:4][CH:5]=[CH:6][CH:7]=1. The yield is 0.920. (2) The reactants are [CH3:1][O:2][C:3]1[CH:4]=[C:5]([OH:9])[CH:6]=[CH:7][CH:8]=1.[Br:10][C:11]1[CH:16]=[CH:15][C:14]([Cl:17])=[CH:13][C:12]=1[CH2:18]Br.C(=O)([O-])[O-].[K+].[K+].O. The catalyst is CN(C=O)C. The product is [Br:10][C:11]1[CH:16]=[CH:15][C:14]([Cl:17])=[CH:13][C:12]=1[CH2:18][O:9][C:5]1[CH:6]=[CH:7][CH:8]=[C:3]([O:2][CH3:1])[CH:4]=1. The yield is 0.870. (3) The reactants are [Cl:1][C:2]1[CH:7]=[CH:6][C:5]([CH2:8][C:9]([OH:11])=O)=[CH:4][CH:3]=1.C(N1C=CN=C1)(N1C=CN=C1)=O.Cl.[NH2:25][CH2:26][C:27]1[CH:36]=[CH:35][CH:34]=[C:33]2[C:28]=1[C:29](=[O:46])[N:30]([CH:38]1[CH2:43][CH2:42][C:41](=[O:44])[NH:40][C:39]1=[O:45])[C:31]([CH3:37])=[N:32]2. The catalyst is CN(C=O)C. The product is [Cl:1][C:2]1[CH:3]=[CH:4][C:5]([CH2:8][C:9]([NH:25][CH2:26][C:27]2[CH:36]=[CH:35][CH:34]=[C:33]3[C:28]=2[C:29](=[O:46])[N:30]([CH:38]2[CH2:43][CH2:42][C:41](=[O:44])[NH:40][C:39]2=[O:45])[C:31]([CH3:37])=[N:32]3)=[O:11])=[CH:6][CH:7]=1. The yield is 0.700. (4) The reactants are [H-].[Na+].[Br:3][C:4]1[C:9]([F:10])=[CH:8][C:7]([N+:11]([O-:13])=[O:12])=[C:6](F)[CH:5]=1.[CH3:15][OH:16]. The catalyst is C1COCC1. The product is [Br:3][C:4]1[C:9]([F:10])=[CH:8][C:7]([N+:11]([O-:13])=[O:12])=[C:6]([O:16][CH3:15])[CH:5]=1. The yield is 1.00. (5) The reactants are [CH3:1][O:2][C:3]1[CH:19]=[CH:18][C:6]([CH2:7][N:8]2[CH:12]=[C:11]([C:13]([O:15]CC)=[O:14])[N:10]=[N:9]2)=[CH:5][CH:4]=1.O[Li].O. The catalyst is CO.O. The product is [CH3:1][O:2][C:3]1[CH:4]=[CH:5][C:6]([CH2:7][N:8]2[CH:12]=[C:11]([C:13]([OH:15])=[O:14])[N:10]=[N:9]2)=[CH:18][CH:19]=1. The yield is 0.940. (6) The reactants are [CH3:1][S:2][C:3]1[C:12]([N+:13]([O-])=O)=[CH:11][CH:10]=[CH:9][C:4]=1[C:5]([O:7][CH3:8])=[O:6].[Cl-].[NH4+].CO. The catalyst is [Zn].C1COCC1. The product is [NH2:13][C:12]1[C:3]([S:2][CH3:1])=[C:4]([CH:9]=[CH:10][CH:11]=1)[C:5]([O:7][CH3:8])=[O:6]. The yield is 0.520. (7) The reactants are CO[C:3](=[O:24])[C:4]1[CH:9]=[CH:8][C:7]([O:10][CH2:11][C:12]2[C:13]([C:18]3[CH:23]=[CH:22][CH:21]=[CH:20][N:19]=3)=[N:14][O:15][C:16]=2[CH3:17])=[N:6][CH:5]=1.[CH:25]([NH2:28])([CH3:27])[CH3:26]. No catalyst specified. The product is [CH:25]([NH:28][C:3](=[O:24])[C:4]1[CH:9]=[CH:8][C:7]([O:10][CH2:11][C:12]2[C:13]([C:18]3[CH:23]=[CH:22][CH:21]=[CH:20][N:19]=3)=[N:14][O:15][C:16]=2[CH3:17])=[N:6][CH:5]=1)([CH3:27])[CH3:26]. The yield is 0.920. (8) The reactants are [CH3:1][C@H:2]1[C:3](=[O:39])[NH:4][C:5]2[CH:6]=[N:7][N:8]([CH2:31][O:32][CH2:33][CH2:34][Si:35]([CH3:38])([CH3:37])[CH3:36])[C:9]=2[C:10]2[CH:11]=[CH:12][N:13]=[C:14]([CH:30]=2)[C@@H:15]([NH:19][C:20](=[O:29])[O:21][CH2:22][C:23]2[CH:28]=[CH:27][CH:26]=[CH:25][CH:24]=2)[CH2:16][CH:17]=[CH:18]1. The catalyst is CCO.[Pd]. The product is [CH3:1][C@@H:2]1[CH2:18][CH2:17][CH2:16][C@H:15]([NH:19][C:20](=[O:29])[O:21][CH2:22][C:23]2[CH:28]=[CH:27][CH:26]=[CH:25][CH:24]=2)[C:14]2[CH:30]=[C:10]([CH:11]=[CH:12][N:13]=2)[C:9]2[N:8]([CH2:31][O:32][CH2:33][CH2:34][Si:35]([CH3:38])([CH3:37])[CH3:36])[N:7]=[CH:6][C:5]=2[NH:4][C:3]1=[O:39]. The yield is 0.640. (9) The reactants are [N:1]([CH:4]1[CH2:8][CH:7]([C:9]2[N:13]3[C:14]4[CH:20]=[CH:19][N:18]([CH2:21][O:22][CH2:23][CH2:24][Si:25]([CH3:28])([CH3:27])[CH3:26])[C:15]=4[N:16]=[CH:17][C:12]3=[N:11][N:10]=2)[CH:6]([CH2:29][CH3:30])[CH2:5]1)=[N+]=[N-].C1COCC1.C1(P(C2C=CC=CC=2)C2C=CC=CC=2)C=CC=CC=1. The catalyst is O.CCOC(C)=O. The product is [CH2:29]([CH:6]1[CH:7]([C:9]2[N:13]3[C:14]4[CH:20]=[CH:19][N:18]([CH2:21][O:22][CH2:23][CH2:24][Si:25]([CH3:26])([CH3:28])[CH3:27])[C:15]=4[N:16]=[CH:17][C:12]3=[N:11][N:10]=2)[CH2:8][CH:4]([NH2:1])[CH2:5]1)[CH3:30]. The yield is 0.800.